This data is from Catalyst prediction with 721,799 reactions and 888 catalyst types from USPTO. The task is: Predict which catalyst facilitates the given reaction. Reactant: [C:1]([NH:4][C:5]([CH2:16][CH2:17][CH2:18][C:19]([CH3:24])([N+:21]([O-:23])=[O:22])[CH3:20])(C(OCC)=O)[C:6]([O:8]CC)=[O:7])(=[O:3])[CH3:2].[OH-].[K+].Cl. Product: [C:1]([NH:4][CH:5]([CH2:16][CH2:17][CH2:18][C:19]([CH3:24])([N+:21]([O-:23])=[O:22])[CH3:20])[C:6]([OH:8])=[O:7])(=[O:3])[CH3:2]. The catalyst class is: 40.